This data is from Catalyst prediction with 721,799 reactions and 888 catalyst types from USPTO. The task is: Predict which catalyst facilitates the given reaction. (1) Reactant: B(O)(O)O.[OH:5][C:6]1[C:19]2[C:18](=[O:20])[C:17]3[C:12](=[C:13]([NH2:21])[CH:14]=[CH:15][CH:16]=3)[C:11](=[O:22])[C:10]=2[C:9]([OH:23])=[CH:8][CH:7]=1.[N+:24]([O-:27])(O)=[O:25].S(=O)(=O)(O)N. Product: [OH:23][C:9]1[C:10]2[C:11](=[O:22])[C:12]3[C:17](=[C:16]([N+:24]([O-:27])=[O:25])[CH:15]=[CH:14][C:13]=3[NH2:21])[C:18](=[O:20])[C:19]=2[C:6]([OH:5])=[CH:7][CH:8]=1. The catalyst class is: 445. (2) Reactant: C(OC([N:11]1[CH2:16][CH:15]=[C:14]([C:17]2[C:26]3[C:21](=[CH:22][CH:23]=[CH:24][CH:25]=3)[N:20]=[CH:19][N:18]=2)[CH2:13][CH2:12]1)=O)C1C=CC=CC=1. Product: [NH:11]1[CH2:12][CH:13]=[C:14]([C:17]2[C:26]3[C:21](=[CH:22][CH:23]=[CH:24][CH:25]=3)[N:20]=[CH:19][N:18]=2)[CH2:15][CH2:16]1. The catalyst class is: 19. (3) Reactant: [CH3:1][O:2][C:3]1[CH:4]=[C:5](C)[C:6]([C:12]([O:14][CH3:15])=[O:13])=[C:7]([CH:11]=1)[C:8](O)=O.C[OH:18].C([N:21]([CH2:24]C)CC)C.C1C=C[C:29]([O:32]P(OC2C=CC=CC=2)(N=[N+]=[N-])=O)=CC=1. Product: [CH3:1][O:2][C:3]1[CH:11]=[C:7]([CH3:8])[C:6]([C:12]([O:14][CH3:15])=[O:13])=[C:5]([NH:21][C:24]([O:32][CH3:29])=[O:18])[CH:4]=1. The catalyst class is: 155. (4) Product: [O:12]([C:2]1[CH:3]=[CH:4][CH:5]=[CH:6][N:1]=1)[S:9]([C:8]([F:21])([F:20])[F:7])(=[O:11])=[O:10]. The catalyst class is: 2. Reactant: [N:1]1[CH:6]=[CH:5][CH:4]=[CH:3][CH:2]=1.[F:7][C:8]([F:21])([F:20])[S:9]([O:12]S(C(F)(F)F)(=O)=O)(=[O:11])=[O:10]. (5) Reactant: [NH2:1][C:2]1[CH:10]=[CH:9][CH:8]=[C:7]([O:11][CH3:12])[C:3]=1[C:4](O)=[O:5].CC[N:15]=C=NCCCN(C)C.C1C=CC2N(O)N=NC=2C=1.CN1CCOCC1.[NH4+].[OH-]. Product: [NH2:1][C:2]1[CH:10]=[CH:9][CH:8]=[C:7]([O:11][CH3:12])[C:3]=1[C:4]([NH2:15])=[O:5]. The catalyst class is: 1. (6) Reactant: C(N(C(C)C)CC)(C)C.C(Cl)CCl.C1C=NC2N(O)N=NC=2C=1.[Cl:24][C:25]1[C:29]([Cl:30])=[C:28]([CH3:31])[NH:27][C:26]=1[C:32]([NH:34][CH:35]1[CH2:40][CH2:39][N:38]([C:41]2C=CN=[C:43](S(C)=O)[N:42]=2)[CH2:37][CH2:36]1)=[O:33].Cl.NC1CCN(C2[S:59][C:60]([C:63]([NH2:65])=[O:64])=CN=2)CC1. Product: [Cl:24][C:25]1[C:29]([Cl:30])=[C:28]([CH3:31])[NH:27][C:26]=1[C:32]([NH:34][CH:35]1[CH2:36][CH2:37][N:38]([C:41]2[S:59][C:60]([C:63]([NH2:65])=[O:64])=[CH:43][N:42]=2)[CH2:39][CH2:40]1)=[O:33]. The catalyst class is: 3.